This data is from Reaction yield outcomes from USPTO patents with 853,638 reactions. The task is: Predict the reaction yield, written as a fraction of the theoretical maximum amount of product (1.0 means a 100% yield; for example, 0.34 means a 34% yield). (1) The reactants are [OH2:1].[NH2:2][NH2:3].[I:4][C:5]1[C:6](OC)=[N:7][C:8](S(C)=O)=[C:9]([CH:12]=1)[C:10]#[N:11].[CH3:18]C(O)C. No catalyst specified. The product is [I:4][C:5]1[CH:12]=[C:9]2[C:10]([NH2:11])=[N:3][NH:2][C:8]2=[N:7][C:6]=1[O:1][CH3:18]. The yield is 0.780. (2) The reactants are C1COC23OCCOC2([C@]2(CC[C@H]4[C@@H](C[C@H](C)C5[C@]4(C)CCCC5)[C@@H]2C3)C)O1.[C:29]([C@@H:31]1[CH:48]2[C@:43]([CH3:50])([CH2:44][CH2:45][C:46](=[O:49])[CH2:47]2)[C@@H:42]2[C@H:33]([C@H:34]3[C@@:38]([CH2:40][CH2:41]2)([CH3:39])[C:37](=[O:51])[CH2:36][CH2:35]3)[CH2:32]1)#N. No catalyst specified. The product is [CH3:29][C@@H:31]1[CH:48]2[C@:43]([CH3:50])([CH2:44][CH2:45][C:46](=[O:49])[CH2:47]2)[C@@H:42]2[C@H:33]([C@H:34]3[C@@:38]([CH2:40][CH2:41]2)([CH3:39])[C:37](=[O:51])[CH2:36][CH2:35]3)[CH2:32]1. The yield is 0.940. (3) The reactants are [NH2:1][C:2]1[C:3]([F:24])=[CH:4][C:5]([Cl:23])=[C:6]([C:8]2[C:9](=[O:22])[N:10]([CH2:20][CH3:21])[C:11]3[C:16]([CH:17]=2)=[CH:15][N:14]=[C:13]([NH:18][CH3:19])[CH:12]=3)[CH:7]=1.N1C=CC=CC=1.[F:31][C:32]1[CH:37]=[C:36]([N:38]=[C:39]=[O:40])[CH:35]=[C:34]([F:41])[CH:33]=1. The catalyst is C(Cl)Cl. The product is [ClH:23].[Cl:23][C:5]1[C:6]([C:8]2[C:9](=[O:22])[N:10]([CH2:20][CH3:21])[C:11]3[C:16]([CH:17]=2)=[CH:15][N:14]=[C:13]([NH:18][CH3:19])[CH:12]=3)=[CH:7][C:2]([NH:1][C:39]([NH:38][C:36]2[CH:35]=[C:34]([F:41])[CH:33]=[C:32]([F:31])[CH:37]=2)=[O:40])=[C:3]([F:24])[CH:4]=1. The yield is 0.260. (4) The catalyst is C(Cl)Cl.Cl[Ru](=C1N(C2C(C)=CC(C)=CC=2C)CCN1C1C(C)=CC(C)=CC=1C)(Cl)(=CC1C=CC=CC=1)[P](C1CCCCC1)(C1CCCCC1)C1CCCCC1. The reactants are [CH3:1][C@H:2]([CH:30]=C)[C:3]([NH:5][C:6]1[CH:7]=[N:8][CH:9]=[CH:10][C:11]=1[C:12]1[CH:17]=[CH:16][N:15]=[C:14]([C@@H:18]([NH:22][C:23](=[O:29])[O:24][C:25]([CH3:28])([CH3:27])[CH3:26])[CH2:19][CH:20]=C)[CH:13]=1)=[O:4].CC1C=CC(S(O)(=O)=O)=CC=1.C([O-])(O)=O.[Na+]. The yield is 0.0730. The product is [CH3:30][C@H:2]1[C:3](=[O:4])[NH:5][C:6]2[CH:7]=[N:8][CH:9]=[CH:10][C:11]=2[C:12]2[CH:17]=[CH:16][N:15]=[C:14]([CH:13]=2)[C@@H:18]([NH:22][C:23](=[O:29])[O:24][C:25]([CH3:26])([CH3:27])[CH3:28])[CH2:19][CH:20]=[CH:1]1.